This data is from Catalyst prediction with 721,799 reactions and 888 catalyst types from USPTO. The task is: Predict which catalyst facilitates the given reaction. (1) Reactant: C(O)C.[CH:4]1[C:9]2[CH2:10][C@H:11]3[N:16]([CH2:17][CH:18]4[CH2:20][CH2:19]4)[CH2:15][CH2:14][C@:13]45[C@H:21]([C:23]([CH2:25][CH2:26][C@@:12]34[OH:27])=[O:24])[O:22][C:7]([C:8]=25)=[C:6]([OH:28])[CH:5]=1.Cl.C(O)(=O)CC(CC(O)=O)(C(O)=O)O. Product: [CH:4]1[C:9]2[CH2:10][C@H:11]3[N:16]([CH2:17][CH:18]4[CH2:20][CH2:19]4)[CH2:15][CH2:14][C@:13]45[C@H:21]([C:23]([CH2:25][CH2:26][C@@:12]34[OH:27])=[O:24])[O:22][C:7]([C:8]=25)=[C:6]([OH:28])[CH:5]=1. The catalyst class is: 6. (2) Reactant: C(OC([N:8]1[CH2:13][CH2:12][CH:11]([N:14]2[CH2:19][CH2:18][CH:17]([O:20][C:21]3[CH:26]=[CH:25][C:24]([Cl:27])=[C:23]([Cl:28])[CH:22]=3)[CH2:16][CH2:15]2)[CH2:10][CH2:9]1)=O)(C)(C)C.FC(F)(F)C(O)=O. Product: [Cl:28][C:23]1[CH:22]=[C:21]([CH:26]=[CH:25][C:24]=1[Cl:27])[O:20][CH:17]1[CH2:16][CH2:15][N:14]([CH:11]2[CH2:10][CH2:9][NH:8][CH2:13][CH2:12]2)[CH2:19][CH2:18]1. The catalyst class is: 4. (3) Reactant: Br[C:2]1[CH:20]=[CH:19][C:5]([CH2:6][CH:7]2[CH2:11][CH2:10][N:9]([CH:12]3[CH2:17][CH2:16][CH2:15][CH2:14][CH2:13]3)[C:8]2=[O:18])=[C:4]([Cl:21])[CH:3]=1.[Cu](C#N)[C:23]#[N:24]. Product: [Cl:21][C:4]1[CH:3]=[C:2]([CH:20]=[CH:19][C:5]=1[CH2:6][CH:7]1[CH2:11][CH2:10][N:9]([CH:12]2[CH2:17][CH2:16][CH2:15][CH2:14][CH2:13]2)[C:8]1=[O:18])[C:23]#[N:24]. The catalyst class is: 427. (4) Reactant: C([O:3][C:4]([C:6]1[CH:7]=[C:8]2[C:13](=[CH:14][CH:15]=1)[NH:12][CH:11]([C:16]1[CH:21]=[C:20]([N:22]3[CH2:26][CH2:25][CH2:24][C:23]3=[O:27])[CH:19]=[C:18]([F:28])[CH:17]=1)[C:10]([CH3:30])([CH3:29])[CH2:9]2)=[O:5])C.O.[OH-].[Li+].O.Cl. Product: [F:28][C:18]1[CH:17]=[C:16]([CH:11]2[C:10]([CH3:30])([CH3:29])[CH2:9][C:8]3[C:13](=[CH:14][CH:15]=[C:6]([C:4]([OH:5])=[O:3])[CH:7]=3)[NH:12]2)[CH:21]=[C:20]([N:22]2[CH2:26][CH2:25][CH2:24][C:23]2=[O:27])[CH:19]=1. The catalyst class is: 111. (5) Reactant: [NH2:1][C:2]1[CH:3]=[C:4]([C:8]2[C:16]3[C:11](=[N:12][CH:13]=[N:14][C:15]=3[NH2:17])[N:10]([CH:18]([CH3:20])[CH3:19])[N:9]=2)[CH:5]=[CH:6][CH:7]=1.CCN(C(C)C)C(C)C.[Cl:30][CH2:31][C:32](Cl)=[O:33]. Product: [NH2:17][C:15]1[N:14]=[CH:13][N:12]=[C:11]2[N:10]([CH:18]([CH3:20])[CH3:19])[N:9]=[C:8]([C:4]3[CH:3]=[C:2]([NH:1][C:32](=[O:33])[CH2:31][Cl:30])[CH:7]=[CH:6][CH:5]=3)[C:16]=12. The catalyst class is: 1. (6) Reactant: Cl[C:2]1[N:7]=[C:6]([C:8]([NH:10][C:11]2[C:16]([CH3:17])=[CH:15][N:14]=[C:13]([C:18]([O:20][CH2:21][CH3:22])=[O:19])[C:12]=2[CH3:23])=[O:9])[C:5]([CH3:24])=[CH:4][CH:3]=1.[OH:25][CH2:26][C:27]1[CH:28]=[C:29](B(O)O)[CH:30]=[CH:31][CH:32]=1.C([O-])([O-])=O.[Cs+].[Cs+].C(Cl)Cl. Product: [OH:25][CH2:26][C:27]1[CH:32]=[C:31]([C:2]2[N:7]=[C:6]([C:8]([NH:10][C:11]3[C:16]([CH3:17])=[CH:15][N:14]=[C:13]([C:18]([O:20][CH2:21][CH3:22])=[O:19])[C:12]=3[CH3:23])=[O:9])[C:5]([CH3:24])=[CH:4][CH:3]=2)[CH:30]=[CH:29][CH:28]=1. The catalyst class is: 117.